From a dataset of Reaction yield outcomes from USPTO patents with 853,638 reactions. Predict the reaction yield, written as a fraction of the theoretical maximum amount of product (1.0 means a 100% yield; for example, 0.34 means a 34% yield). (1) The reactants are [NH2:1][C@@H:2]([C:6]1[CH:11]=[CH:10][C:9]([O:12][CH3:13])=[C:8]([O:14][CH2:15][CH3:16])[CH:7]=1)[CH2:3][CH2:4][OH:5].C[O:18][C:19](=O)[C:20]1[C:25]([NH:26][C:27]([CH:29]2[CH2:31][CH2:30]2)=[O:28])=[CH:24][CH:23]=[CH:22][C:21]=1[CH2:32]Br.C(N(CC)CC)C.CCCCCC. The catalyst is CN(C=O)C.CCOCC. The product is [CH2:15]([O:14][C:8]1[CH:7]=[C:6]([C@H:2]([N:1]2[C:19](=[O:18])[C:20]3[C:21](=[CH:22][CH:23]=[CH:24][C:25]=3[NH:26][C:27]([CH:29]3[CH2:31][CH2:30]3)=[O:28])[CH2:32]2)[CH2:3][CH2:4][OH:5])[CH:11]=[CH:10][C:9]=1[O:12][CH3:13])[CH3:16]. The yield is 0.640. (2) The reactants are [O:1]=[C:2]([C:11]1[O:12][C:13]([C:16]2[CH:21]=[CH:20][CH:19]=[CH:18][N:17]=2)=[CH:14][N:15]=1)[CH2:3][CH2:4][CH2:5][CH2:6][C:7]([O:9]C)=O.[NH2:22][C:23]1[CH:28]=[CH:27][CH:26]=[CH:25][CH:24]=1. No catalyst specified. The product is [O:1]=[C:2]([C:11]1[O:12][C:13]([C:16]2[CH:21]=[CH:20][CH:19]=[CH:18][N:17]=2)=[CH:14][N:15]=1)[CH2:3][CH2:4][CH2:5][CH2:6][C:7]([NH:22][C:23]1[CH:28]=[CH:27][CH:26]=[CH:25][CH:24]=1)=[O:9]. The yield is 0.610. (3) The reactants are [N+:1]([C:4]1[N:5]=[CH:6][N:7]([CH:9]2[CH2:12][O:11][CH2:10]2)[CH:8]=1)([O-])=O. The catalyst is [Pd].CO. The product is [O:11]1[CH2:12][CH:9]([N:7]2[CH:8]=[C:4]([NH2:1])[N:5]=[CH:6]2)[CH2:10]1. The yield is 0.850. (4) The reactants are [C:1]([SiH2:5][O:6][C:7]([CH3:14])([CH3:13])[C:8]1[CH:9]=[N:10][NH:11][CH:12]=1)([CH3:4])([CH3:3])[CH3:2].[H-].[Na+].[CH3:17][O:18][C:19](=[O:22])[CH2:20]Br. The catalyst is CN(C=O)C. The product is [CH3:17][O:18][C:19](=[O:22])[CH2:20][N:10]1[CH:9]=[C:8]([C:7]([CH3:14])([CH3:13])[O:6][SiH2:5][C:1]([CH3:4])([CH3:2])[CH3:3])[CH:12]=[N:11]1. The yield is 0.980. (5) The reactants are [CH:1]1([CH:7]([OH:25])[C:8]2([C:22]([OH:24])=[O:23])[C:12](O)([CH3:13])[CH:11]([CH2:15][CH2:16][CH2:17][CH2:18][CH2:19][CH3:20])[C:10](=[O:21])[NH:9]2)[CH2:6][CH2:5][CH2:4][CH:3]=[CH:2]1.C(N(CC)CC)C.C1N(P(Cl)(N2C(=O)OCC2)=O)C(=O)OC1.C(=O)([O-])O.[Na+]. The catalyst is ClCCl. The product is [CH:1]1([CH:7]([OH:25])[C:8]23[C:22](=[O:24])[O:23][C:12]2([CH3:13])[CH:11]([CH2:15][CH2:16][CH2:17][CH2:18][CH2:19][CH3:20])[C:10](=[O:21])[NH:9]3)[CH2:6][CH2:5][CH2:4][CH:3]=[CH:2]1. The yield is 0.790. (6) The reactants are [N:1]1([CH2:6][CH2:7][CH2:8][O:9][C:10]2[CH:15]=[CH:14][C:13]([C:16]3([CH2:22][NH2:23])[CH2:21][CH2:20][O:19][CH2:18][CH2:17]3)=[CH:12][CH:11]=2)[CH2:5][CH2:4][CH2:3][CH2:2]1.C(O)(=O)C.[O-:28][C:29]#[N:30].[K+]. The catalyst is O. The product is [N:1]1([CH2:6][CH2:7][CH2:8][O:9][C:10]2[CH:15]=[CH:14][C:13]([C:16]3([CH2:22][NH:23][C:29]([NH2:30])=[O:28])[CH2:17][CH2:18][O:19][CH2:20][CH2:21]3)=[CH:12][CH:11]=2)[CH2:5][CH2:4][CH2:3][CH2:2]1. The yield is 0.110. (7) The yield is 0.300. The product is [Cl:11][C:4]1[CH:3]=[C:2]([C:15]2[CH:16]=[N:17][CH:18]=[C:13]([Cl:12])[CH:14]=2)[N:7]=[C:6]2[CH2:8][CH2:9][CH2:10][C:5]=12. The reactants are Cl[C:2]1[N:7]=[C:6]2[CH2:8][CH2:9][CH2:10][C:5]2=[C:4]([Cl:11])[CH:3]=1.[Cl:12][C:13]1[CH:14]=[C:15](B(O)O)[CH:16]=[N:17][CH:18]=1.C([O-])([O-])=O.[Cs+].[Cs+].C1(C)C=CC=CC=1. The catalyst is C1C=CC([P]([Pd]([P](C2C=CC=CC=2)(C2C=CC=CC=2)C2C=CC=CC=2)([P](C2C=CC=CC=2)(C2C=CC=CC=2)C2C=CC=CC=2)[P](C2C=CC=CC=2)(C2C=CC=CC=2)C2C=CC=CC=2)(C2C=CC=CC=2)C2C=CC=CC=2)=CC=1.O.CCO. (8) The reactants are C[O:2][C:3]([C:5]1[C:6]([Cl:23])=[C:7]2[CH:12]=[CH:11][N:10]=[CH:9][N:8]2[C:13]=1[NH:14][C:15]1[CH:20]=[CH:19][C:18]([I:21])=[CH:17][C:16]=1[F:22])=[O:4].B(Br)(Br)Br. The catalyst is C(Cl)Cl. The product is [Cl:23][C:6]1[C:5]([C:3]([OH:4])=[O:2])=[C:13]([NH:14][C:15]2[CH:20]=[CH:19][C:18]([I:21])=[CH:17][C:16]=2[F:22])[N:8]2[C:7]=1[CH:12]=[CH:11][N:10]=[CH:9]2. The yield is 1.15. (9) The catalyst is ClC1C=CC=CC=1. The product is [Cl:1][C:2]1[CH:7]=[CH:6][C:5]2[S:8][CH:9]=[CH:10][C:4]=2[CH:3]=1. The yield is 0.320. The reactants are [Cl:1][C:2]1[CH:7]=[CH:6][C:5]([S:8][CH2:9][CH:10](OC)OC)=[CH:4][CH:3]=1. (10) The reactants are [Si:1]([O:8][C:9]1[CH:14]=[CH:13][C:12]([CH:15]([OH:18])[CH2:16][CH3:17])=[CH:11][C:10]=1[CH2:19][CH3:20])([C:4]([CH3:7])([CH3:6])[CH3:5])([CH3:3])[CH3:2]. The catalyst is ClCCl.[O-2].[O-2].[Mn+4]. The yield is 0.620. The product is [Si:1]([O:8][C:9]1[CH:14]=[CH:13][C:12]([C:15](=[O:18])[CH2:16][CH3:17])=[CH:11][C:10]=1[CH2:19][CH3:20])([C:4]([CH3:6])([CH3:7])[CH3:5])([CH3:2])[CH3:3].